Task: Predict the product of the given reaction.. Dataset: Forward reaction prediction with 1.9M reactions from USPTO patents (1976-2016) (1) Given the reactants [C:1]([O:5][C:6](=[O:20])[NH:7][CH2:8][C:9]1[CH:14]=[CH:13][C:12]([C:15]([F:18])([F:17])[F:16])=[C:11]([NH2:19])[CH:10]=1)([CH3:4])([CH3:3])[CH3:2].[C:21](N1C=CC=CC1=O)(N1C=CC=CC1=O)=[S:22], predict the reaction product. The product is: [C:1]([O:5][C:6](=[O:20])[NH:7][CH2:8][C:9]1[CH:14]=[CH:13][C:12]([C:15]([F:18])([F:17])[F:16])=[C:11]([N:19]=[C:21]=[S:22])[CH:10]=1)([CH3:4])([CH3:2])[CH3:3]. (2) Given the reactants O=[C:2]([C@@H:6]([C:8]1[CH:13]=[CH:12][C:11]([NH:14][C:15]2[S:16][CH:17]=[C:18]([C:20]([F:23])([F:22])[F:21])[N:19]=2)=[CH:10][CH:9]=1)[CH3:7])[CH2:3][CH:4]=O.O.[NH2:25][NH2:26], predict the reaction product. The product is: [NH:25]1[C:2]([C@@H:6]([C:8]2[CH:13]=[CH:12][C:11]([NH:14][C:15]3[S:16][CH:17]=[C:18]([C:20]([F:23])([F:22])[F:21])[N:19]=3)=[CH:10][CH:9]=2)[CH3:7])=[CH:3][CH:4]=[N:26]1. (3) Given the reactants [C:1]([Cl:4])(=O)C.[Br:5][C:6]1[CH:17]=[CH:16][CH:15]=[CH:14][C:7]=1[CH2:8][C@H:9]([C:11]([OH:13])=[O:12])[NH2:10], predict the reaction product. The product is: [ClH:4].[Br:5][C:6]1[CH:17]=[CH:16][CH:15]=[CH:14][C:7]=1[CH2:8][C@H:9]([C:11]([O:13][CH3:1])=[O:12])[NH2:10].